Dataset: Full USPTO retrosynthesis dataset with 1.9M reactions from patents (1976-2016). Task: Predict the reactants needed to synthesize the given product. Given the product [C:1]([O:5][C:6](=[O:7])[NH:8][CH2:9][C:10]1[CH:11]=[C:12]([C:13]([N:45]2[CH2:50][CH2:49][O:48][CH2:47][CH2:46]2)=[O:15])[CH:16]=[C:17]([Cl:20])[C:18]=1[F:19])([CH3:2])([CH3:3])[CH3:4], predict the reactants needed to synthesize it. The reactants are: [C:1]([O:5][C:6]([NH:8][CH2:9][C:10]1[CH:11]=[C:12]([CH:16]=[C:17]([Cl:20])[C:18]=1[F:19])[C:13]([OH:15])=O)=[O:7])([CH3:4])([CH3:3])[CH3:2].CN(C(ON1N=NC2C=CC=NC1=2)=[N+](C)C)C.F[P-](F)(F)(F)(F)F.[NH:45]1[CH2:50][CH2:49][O:48][CH2:47][CH2:46]1.CCN(C(C)C)C(C)C.